This data is from Catalyst prediction with 721,799 reactions and 888 catalyst types from USPTO. The task is: Predict which catalyst facilitates the given reaction. (1) Reactant: [CH2:1]([O:8][C:9]1[N:14]=[N:13][C:12]([NH:15][C:16](=[O:24])OC2C=CC=CC=2)=[CH:11][CH:10]=1)[C:2]1[CH:7]=[CH:6][CH:5]=[CH:4][CH:3]=1.Cl.[CH:26]1([CH2:32][CH2:33][O:34][C:35]2[CH:36]=[C:37]([CH:46]=[CH:47][CH:48]=2)[C:38]([N:40]2[CH2:45][CH2:44][NH:43][CH2:42][CH2:41]2)=[O:39])[CH2:31][CH2:30][CH2:29][CH2:28][CH2:27]1.CCOC(C)=O. Product: [CH2:1]([O:8][C:9]1[N:14]=[N:13][C:12]([NH:15][C:16]([N:43]2[CH2:42][CH2:41][N:40]([C:38](=[O:39])[C:37]3[CH:46]=[CH:47][CH:48]=[C:35]([O:34][CH2:33][CH2:32][CH:26]4[CH2:31][CH2:30][CH2:29][CH2:28][CH2:27]4)[CH:36]=3)[CH2:45][CH2:44]2)=[O:24])=[CH:11][CH:10]=1)[C:2]1[CH:3]=[CH:4][CH:5]=[CH:6][CH:7]=1. The catalyst class is: 10. (2) Reactant: Br[C:2]1[CH:3]=[C:4]2[C:8](=[CH:9][CH:10]=1)[NH:7][N:6]=[C:5]2[C:11]1[N:12]=[N:13][N:14]([C:16]2[CH:32]=[CH:31][C:19]([C:20]([N:22]3[CH2:27][CH2:26][CH:25]([N:28]([CH3:30])[CH3:29])[CH2:24][CH2:23]3)=[O:21])=[CH:18][CH:17]=2)[CH:15]=1.C(=O)([O-])[O-].[K+].[K+]. Product: [CH3:30][N:28]([CH3:29])[CH:25]1[CH2:26][CH2:27][N:22]([C:20](=[O:21])[C:19]2[CH:31]=[CH:32][C:16]([N:14]3[CH:15]=[C:11]([C:5]4[C:4]5[C:8](=[CH:9][CH:10]=[C:2]([CH:3]=[C:4]([CH3:8])[CH3:5])[CH:3]=5)[NH:7][N:6]=4)[N:12]=[N:13]3)=[CH:17][CH:18]=2)[CH2:23][CH2:24]1. The catalyst class is: 38. (3) Reactant: Cl[CH2:2][C:3]1[N:4]=[N:5][C:6]([C:9]2[CH:14]=[CH:13][C:12]([S:15]([CH3:18])(=[O:17])=[O:16])=[CH:11][CH:10]=2)=[CH:7][CH:8]=1.[C:19]([O:23][C:24]([N:26]1[CH2:31][CH2:30][CH:29]([NH2:32])[CH2:28][CH2:27]1)=[O:25])([CH3:22])([CH3:21])[CH3:20].C(N(CC)C(C)C)(C)C. Product: [CH3:18][S:15]([C:12]1[CH:13]=[CH:14][C:9]([C:6]2[N:5]=[N:4][C:3]([CH2:2][NH:32][CH:29]3[CH2:28][CH2:27][N:26]([C:24]([O:23][C:19]([CH3:22])([CH3:21])[CH3:20])=[O:25])[CH2:31][CH2:30]3)=[CH:8][CH:7]=2)=[CH:10][CH:11]=1)(=[O:17])=[O:16]. The catalyst class is: 3. (4) Reactant: [C:1]([OH:5])(=[O:4])[CH:2]=O.[C:6]1([C@H:12]([NH:14][CH2:15][CH2:16][CH:17]=[CH2:18])[CH3:13])[CH:11]=[CH:10][CH:9]=[CH:8][CH:7]=1.O.[OH-].[Na+]. Product: [C:6]1([C@H:12]([N:14]2[CH2:15][CH2:16][C@@H:17]3[CH2:18][C@H:2]2[C:1](=[O:4])[O:5]3)[CH3:13])[CH:11]=[CH:10][CH:9]=[CH:8][CH:7]=1. The catalyst class is: 334. (5) Reactant: CN(C)[CH:3]=[O:4].[NH:6]1[CH:10]=[C:9]([CH2:11][CH2:12][C:13]([OH:15])=[O:14])[C:8]2[CH2:16][CH2:17][CH2:18][CH2:19][CH2:20][C:7]1=2.P(Cl)(Cl)(Cl)=O.Cl. Product: [CH:3]([C:10]1[NH:6][C:7]2[CH2:20][CH2:19][CH2:18][CH2:17][CH2:16][C:8]=2[C:9]=1[CH2:11][CH2:12][C:13]([OH:15])=[O:14])=[O:4]. The catalyst class is: 229. (6) Reactant: [Cl:1][C:2]1[CH:7]=[CH:6][C:5]([C:8]2([CH3:23])[CH2:13][CH:12]([C:14]([O:16][CH3:17])=[O:15])[CH2:11][C:10](C(OC)=O)=[C:9]2[OH:22])=[CH:4][C:3]=1[C:24]([F:27])([F:26])[F:25].[Cl-].[Na+].O. Product: [Cl:1][C:2]1[CH:7]=[CH:6][C:5]([C:8]2([CH3:23])[C:9](=[O:22])[CH2:10][CH2:11][CH:12]([C:14]([O:16][CH3:17])=[O:15])[CH2:13]2)=[CH:4][C:3]=1[C:24]([F:25])([F:26])[F:27]. The catalyst class is: 16.